Dataset: Forward reaction prediction with 1.9M reactions from USPTO patents (1976-2016). Task: Predict the product of the given reaction. (1) Given the reactants [CH3:1][N:2]1[CH:6]2[CH2:7][CH:8]([OH:10])[CH2:9][CH:3]1[CH2:4][CH2:5]2.[Li]CCCC.[Cl:16][C:17]1[N:22]=[C:21](Cl)[N:20]=[C:19]([N:24]2[CH2:29][CH2:28][O:27][CH2:26][CH2:25]2)[N:18]=1.CCOCC, predict the reaction product. The product is: [Cl:16][C:17]1[N:18]=[C:19]([N:24]2[CH2:25][CH2:26][O:27][CH2:28][CH2:29]2)[N:20]=[C:21]([O:10][CH:8]2[CH2:9][CH:3]3[N:2]([CH3:1])[CH:6]([CH2:5][CH2:4]3)[CH2:7]2)[N:22]=1. (2) Given the reactants [NH2:1][C:2]1[N:10]=[C:9]([F:11])[N:8]=[C:7]2[C:3]=1[N:4]=[C:5]([CH2:22][C:23]1[C:31]([I:32])=[CH:30][C:26]3[O:27][CH2:28][O:29][C:25]=3[CH:24]=1)[N:6]2[CH2:12][CH2:13][N:14]([CH:19]([CH3:21])[CH3:20])[CH2:15][CH2:16][CH2:17][OH:18].Cl[S:34]([NH2:37])(=[O:36])=[O:35].C([O-])([O-])=O.[Ca+2], predict the reaction product. The product is: [NH2:1][C:2]1[N:10]=[C:9]([F:11])[N:8]=[C:7]2[C:3]=1[N:4]=[C:5]([CH2:22][C:23]1[C:31]([I:32])=[CH:30][C:26]3[O:27][CH2:28][O:29][C:25]=3[CH:24]=1)[N:6]2[CH2:12][CH2:13][N:14]([CH:19]([CH3:21])[CH3:20])[CH2:15][CH2:16][CH2:17][O:18][S:34](=[O:36])(=[O:35])[NH2:37]. (3) Given the reactants [CH:1]1([NH:4][S:5]([C:8]2[CH:9]=[N:10][N:11]3[C:16]([NH:17][C:18]4[CH:23]=[CH:22][C:21]([F:24])=[CH:20][C:19]=4[CH3:25])=[C:15]([C:26](OCC)=[O:27])[CH:14]=[N:13][C:12]=23)(=[O:7])=[O:6])[CH2:3][CH2:2]1.Cl.[F:32][C:33]1[CH:38]=[CH:37][C:36]([CH:39]2[CH2:44][CH2:43][NH:42][CH2:41][CH2:40]2)=[CH:35][CH:34]=1, predict the reaction product. The product is: [CH:1]1([NH:4][S:5]([C:8]2[CH:9]=[N:10][N:11]3[C:16]([NH:17][C:18]4[CH:23]=[CH:22][C:21]([F:24])=[CH:20][C:19]=4[CH3:25])=[C:15]([C:26]([N:42]4[CH2:43][CH2:44][CH:39]([C:36]5[CH:35]=[CH:34][C:33]([F:32])=[CH:38][CH:37]=5)[CH2:40][CH2:41]4)=[O:27])[CH:14]=[N:13][C:12]=23)(=[O:7])=[O:6])[CH2:2][CH2:3]1. (4) Given the reactants [F:1][C:2]1([C:12]2[C:17]([CH3:18])=[CH:16][CH:15]=[CH:14][N:13]=2)[CH2:11][CH2:10][C:5]2(OCC[O:6]2)[CH2:4][CH2:3]1.ClC1C(C2(F)CCC3(OCCO3)CC2)=NC=CC=1, predict the reaction product. The product is: [F:1][C:2]1([C:12]2[C:17]([CH3:18])=[CH:16][CH:15]=[CH:14][N:13]=2)[CH2:11][CH2:10][C:5](=[O:6])[CH2:4][CH2:3]1. (5) Given the reactants [Br:1][C:2]1[C:3]([C@@H:9]([NH:19][C:20](=[O:37])[CH2:21][N:22]2[C:26]3[C:27]([F:32])([F:31])[C@@H:28]4[CH2:30][C@@H:29]4[C:25]=3[C:24]([C:33]([F:36])([F:35])[F:34])=[N:23]2)[CH2:10][C:11]2[CH:16]=[C:15]([F:17])[CH:14]=[C:13]([F:18])[CH:12]=2)=[N:4][C:5](Br)=[CH:6][CH:7]=1.[OH:38][C:39]1([C:50]#[C:51][Si](C)(C)C)[CH2:42][N:41]([C:43]([O:45][C:46]([CH3:49])([CH3:48])[CH3:47])=[O:44])[CH2:40]1.C(N(CC)CC)C.CCCC[N+](CCCC)(CCCC)CCCC.[F-], predict the reaction product. The product is: [Br:1][C:2]1[CH:7]=[CH:6][C:5]([C:51]#[C:50][C:39]2([OH:38])[CH2:40][N:41]([C:43]([O:45][C:46]([CH3:48])([CH3:47])[CH3:49])=[O:44])[CH2:42]2)=[N:4][C:3]=1[C@@H:9]([NH:19][C:20](=[O:37])[CH2:21][N:22]1[C:26]2[C:27]([F:32])([F:31])[C@@H:28]3[CH2:30][C@@H:29]3[C:25]=2[C:24]([C:33]([F:34])([F:36])[F:35])=[N:23]1)[CH2:10][C:11]1[CH:16]=[C:15]([F:17])[CH:14]=[C:13]([F:18])[CH:12]=1. (6) Given the reactants Br[CH:2]([C:8]1[CH:13]=[CH:12][CH:11]=[CH:10][CH:9]=1)[C:3]([O:5][CH2:6][CH3:7])=[O:4].C([O-])([O-])=O.[Na+].[Na+].[O:20]=[S:21]1(=[O:46])[C:27]2[CH:28]=[C:29]([OH:33])[C:30]([Br:32])=[CH:31][C:26]=2[N:25]([C:34]2[CH:39]=[CH:38][CH:37]=[CH:36][CH:35]=2)[CH2:24][C:23]([CH2:42][CH2:43][CH2:44][CH3:45])([CH2:40][CH3:41])[CH2:22]1, predict the reaction product. The product is: [O:46]=[S:21]1(=[O:20])[C:27]2[CH:28]=[C:29]([O:33][CH:2]([C:8]3[CH:13]=[CH:12][CH:11]=[CH:10][CH:9]=3)[C:3]([O:5][CH2:6][CH3:7])=[O:4])[C:30]([Br:32])=[CH:31][C:26]=2[N:25]([C:34]2[CH:39]=[CH:38][CH:37]=[CH:36][CH:35]=2)[CH2:24][C:23]([CH2:42][CH2:43][CH2:44][CH3:45])([CH2:40][CH3:41])[CH2:22]1.